This data is from Full USPTO retrosynthesis dataset with 1.9M reactions from patents (1976-2016). The task is: Predict the reactants needed to synthesize the given product. (1) Given the product [CH3:1][O:2][C:3]1[N:4]=[CH:5][C:6]([C:7]2[C:9]3[C:10](=[CH:16][CH:17]=[CH:18][CH:19]=3)[C:11](=[O:12])[NH:24][N:23]=2)=[CH:20][CH:21]=1, predict the reactants needed to synthesize it. The reactants are: [CH3:1][O:2][C:3]1[CH:21]=[CH:20][C:6]([C:7]([C:9]2[CH:19]=[CH:18][CH:17]=[CH:16][C:10]=2[C:11](OCC)=[O:12])=O)=[CH:5][N:4]=1.O.[NH2:23][NH2:24]. (2) Given the product [CH3:38][CH:2]([CH3:1])[C@H:3]([N:7]1[CH2:15][C:14]2[C:9](=[CH:10][C:11]([C:16]3[CH:17]=[CH:18][C:19]([NH:22][C:23](=[O:36])[C:24]4[CH:29]=[CH:28][C:27]([N:30]5[CH2:31][CH2:32][CH2:34][CH2:35]5)=[N:26][CH:25]=4)=[CH:20][CH:21]=3)=[CH:12][CH:13]=2)[C:8]1=[O:37])[C:4]([OH:6])=[O:5], predict the reactants needed to synthesize it. The reactants are: [CH3:1][CH:2]([CH3:38])[C@H:3]([N:7]1[CH2:15][C:14]2[C:9](=[CH:10][C:11]([C:16]3[CH:21]=[CH:20][C:19]([NH:22][C:23](=[O:36])[C:24]4[CH:29]=[CH:28][C:27]([N:30]5[CH2:35][CH2:34]O[CH2:32][CH2:31]5)=[N:26][CH:25]=4)=[CH:18][CH:17]=3)=[CH:12][CH:13]=2)[C:8]1=[O:37])[C:4]([OH:6])=[O:5].CC(C)[C@H](N1CC2C(=CC(C3C=CC(NC(=O)C4C=CC(N5CCCC5)=NC=4)=CC=3)=CC=2)C1=O)C(OC)=O. (3) Given the product [Cl:15][C:14]1([Cl:17])[CH2:3][CH2:4][CH2:5][NH:6][C:1]1=[O:7], predict the reactants needed to synthesize it. The reactants are: [C:1]1(=[O:7])[NH:6][CH2:5][CH2:4][CH2:3]C1.P(Cl)(Cl)(Cl)(Cl)Cl.[CH:14]([Cl:17])(Cl)[Cl:15]. (4) Given the product [CH:10]([C:3]1[C:4]2[C:9](=[CH:8][CH:7]=[CH:6][CH:5]=2)[N:1]([C:15]([O:17][CH2:18][CH3:19])=[O:16])[CH:2]=1)=[O:11], predict the reactants needed to synthesize it. The reactants are: [NH:1]1[C:9]2[C:4](=[CH:5][CH:6]=[CH:7][CH:8]=2)[C:3]([CH:10]=[O:11])=[CH:2]1.[H-].[Na+].Cl[C:15]([O:17][CH2:18][CH3:19])=[O:16]. (5) The reactants are: [CH:1]1([CH2:4][O:5][C:6]2[CH:11]=[CH:10][C:9]([N+:12]([O-])=O)=[CH:8][C:7]=2[F:15])[CH2:3][CH2:2]1. Given the product [CH:1]1([CH2:4][O:5][C:6]2[CH:11]=[CH:10][C:9]([NH2:12])=[CH:8][C:7]=2[F:15])[CH2:2][CH2:3]1, predict the reactants needed to synthesize it.